This data is from Forward reaction prediction with 1.9M reactions from USPTO patents (1976-2016). The task is: Predict the product of the given reaction. (1) Given the reactants [C:1](/[C:3](=[C:7](/OCC)\[CH3:8])/[C:4](=[S:6])[NH2:5])#[N:2].[CH2:12]([NH2:15])[CH2:13][CH3:14], predict the reaction product. The product is: [C:1](/[C:3](=[C:7](/[NH:15][CH2:12][CH2:13][CH3:14])\[CH3:8])/[C:4](=[S:6])[NH2:5])#[N:2]. (2) Given the reactants [BH4-].[Na+].[Br:3][C:4]1[CH:5]=[C:6]([CH:10]=[O:11])[CH:7]=[N:8][CH:9]=1, predict the reaction product. The product is: [Br:3][C:4]1[CH:5]=[C:6]([CH2:10][OH:11])[CH:7]=[N:8][CH:9]=1. (3) The product is: [C:3]([O:7][C:8]([N:10]1[CH:14]([CH2:15][C:16]2[CH:17]=[CH:18][C:19]([O:22][C:26]3[N:31]4[CH:32]=[CH:33][N:34]=[C:30]4[CH:29]=[CH:28][CH:27]=3)=[CH:20][CH:21]=2)[CH2:13][O:12][C:11]1([CH3:24])[CH3:23])=[O:9])([CH3:6])([CH3:4])[CH3:5]. Given the reactants [OH-].[K+].[C:3]([O:7][C:8]([N:10]1[C@@H:14]([CH2:15][C:16]2[CH:21]=[CH:20][C:19]([OH:22])=[CH:18][CH:17]=2)[CH2:13][O:12][C:11]1([CH3:24])[CH3:23])=[O:9])([CH3:6])([CH3:5])[CH3:4].Cl[C:26]1[N:31]2[CH:32]=[CH:33][N:34]=[C:30]2[CH:29]=[CH:28][CH:27]=1, predict the reaction product.